Predict the reaction yield, written as a fraction of the theoretical maximum amount of product (1.0 means a 100% yield; for example, 0.34 means a 34% yield). From a dataset of Reaction yield outcomes from USPTO patents with 853,638 reactions. (1) The reactants are [Cl:1][C:2]1[CH:3]=[C:4]([C:8]([N:10]=[C:11]=[S:12])=[O:9])[CH:5]=[CH:6][CH:7]=1.[CH3:13][O:14][C:15]1[CH:16]=[C:17]2[C:22](=[CH:23][C:24]=1[O:25][CH3:26])[N:21]=[CH:20][CH:19]=[C:18]2[O:27][C:28]1[CH:34]=[CH:33][C:31]([NH2:32])=[C:30]([CH3:35])[C:29]=1[CH3:36].C1(C)C=CC=CC=1. The catalyst is C(O)C. The product is [Cl:1][C:2]1[CH:3]=[C:4]([CH:5]=[CH:6][CH:7]=1)[C:8]([NH:10][C:11]([NH:32][C:31]1[CH:33]=[CH:34][C:28]([O:27][C:18]2[C:17]3[C:22](=[CH:23][C:24]([O:25][CH3:26])=[C:15]([O:14][CH3:13])[CH:16]=3)[N:21]=[CH:20][CH:19]=2)=[C:29]([CH3:36])[C:30]=1[CH3:35])=[S:12])=[O:9]. The yield is 0.870. (2) The yield is 0.990. The catalyst is CC#N.O. The reactants are BrC1SC2C=C(C(OCC)=O)C=CC=2N=1.FC1(F)CCNCC1.C([O-])([O-])=O.[Cs+].[Cs+].[F:30][C:31]1([F:51])[CH2:36][CH2:35][N:34]([C:37]2[S:38][C:39]3[CH:45]=[C:44]([C:46]([O:48]CC)=[O:47])[CH:43]=[CH:42][C:40]=3[N:41]=2)[CH2:33][CH2:32]1.Cl. The product is [F:51][C:31]1([F:30])[CH2:36][CH2:35][N:34]([C:37]2[S:38][C:39]3[CH:45]=[C:44]([C:46]([OH:48])=[O:47])[CH:43]=[CH:42][C:40]=3[N:41]=2)[CH2:33][CH2:32]1. (3) The product is [CH2:12]([O:19][C:20]1[CH:21]=[C:22]([CH:28]=[CH:29][CH:30]=1)[O:23][CH2:24][C:25]([C:10]1[O:11][C:7]([C:2]2[CH:3]=[CH:4][CH:5]=[CH:6][N:1]=2)=[CH:8][N:9]=1)=[O:26])[C:13]1[CH:14]=[CH:15][CH:16]=[CH:17][CH:18]=1. The reactants are [N:1]1[CH:6]=[CH:5][CH:4]=[CH:3][C:2]=1[C:7]1[O:11][CH:10]=[N:9][CH:8]=1.[CH2:12]([O:19][C:20]1[CH:21]=[C:22]([CH:28]=[CH:29][CH:30]=1)[O:23][CH2:24][C:25](O)=[O:26])[C:13]1[CH:18]=[CH:17][CH:16]=[CH:15][CH:14]=1. No catalyst specified. The yield is 0.0700. (4) The reactants are [Cl-].[CH3:2][O:3][CH2:4][P+](C1C=CC=CC=1)(C1C=CC=CC=1)C1C=CC=CC=1.CC(C)([O-])C.[K+].[Br:30][C:31]1[CH:32]=[C:33]2[C:37](=[CH:38][CH:39]=1)[C:36](=O)[CH2:35][CH2:34]2. The catalyst is C1COCC1. The product is [Br:30][C:31]1[CH:32]=[C:33]2[C:37](=[CH:38][CH:39]=1)/[C:36](=[CH:2]/[O:3][CH3:4])/[CH2:35][CH2:34]2. The yield is 0.930. (5) The reactants are C(O[CH:4](OCC)[CH2:5][N:6]([CH3:8])[CH3:7])C.Cl.[OH-].[K+].[Br:15][C:16]1[CH:21]=[CH:20][C:19]([NH:22][C:23]2[C:24]3[CH:32]=[C:31]([NH:33][C:34](=[O:44])[CH2:35]P(=O)(OCC)OCC)[N:30]=[CH:29][C:25]=3[N:26]=[CH:27][N:28]=2)=[CH:18][C:17]=1[Cl:45].[Li+].[Cl-]. The catalyst is O.C(Cl)Cl.CO.CC(N(C)C)=O.C1COCC1. The product is [Br:15][C:16]1[CH:21]=[CH:20][C:19]([NH:22][C:23]2[C:24]3[CH:32]=[C:31]([NH:33][C:34](=[O:44])/[CH:35]=[CH:4]/[CH2:5][N:6]([CH3:7])[CH3:8])[N:30]=[CH:29][C:25]=3[N:26]=[CH:27][N:28]=2)=[CH:18][C:17]=1[Cl:45]. The yield is 0.980. (6) The reactants are [CH:1]12[CH:6]([C:7]([O:9]CC)=[O:8])[CH:5]1[CH2:4][CH2:3][O:2]2.[Li+].[OH-]. The catalyst is CO.C1COCC1.O. The product is [CH:1]12[CH:6]([C:7]([OH:9])=[O:8])[CH:5]1[CH2:4][CH2:3][O:2]2. The yield is 0.609. (7) The reactants are [N-:1]=[N+:2]=[N-:3].[Na+].Cl.C(N(CC)CC)C.[Cl:13][C:14]1[CH:19]=[CH:18][C:17]([N:20]2[C:24]([CH:25]([CH:37]3[CH2:42][CH2:41][CH2:40][CH2:39][CH2:38]3)[CH2:26][O:27][C:28]3[CH:35]=[CH:34][C:31]([C:32]#[N:33])=[CH:30][C:29]=3[F:36])=[C:23]3[CH2:43][CH2:44][CH2:45][C:22]3=[N:21]2)=[CH:16][CH:15]=1. The catalyst is CN(C=O)C. The product is [Cl:13][C:14]1[CH:19]=[CH:18][C:17]([N:20]2[C:24]([CH:25]([CH:37]3[CH2:38][CH2:39][CH2:40][CH2:41][CH2:42]3)[CH2:26][O:27][C:28]3[CH:35]=[CH:34][C:31]([C:32]4[N:1]=[N:2][NH:3][N:33]=4)=[CH:30][C:29]=3[F:36])=[C:23]3[CH2:43][CH2:44][CH2:45][C:22]3=[N:21]2)=[CH:16][CH:15]=1. The yield is 0.590.